Dataset: Reaction yield outcomes from USPTO patents with 853,638 reactions. Task: Predict the reaction yield, written as a fraction of the theoretical maximum amount of product (1.0 means a 100% yield; for example, 0.34 means a 34% yield). (1) The reactants are [BH4-].[Na+].[Br:3][C:4]1[CH:9]=[CH:8][C:7]([C:10]2[CH2:11][CH2:12][CH2:13][N:14]=2)=[CH:6][CH:5]=1. The catalyst is O.CO. The product is [Br:3][C:4]1[CH:5]=[CH:6][C:7]([CH:10]2[CH2:11][CH2:12][CH2:13][NH:14]2)=[CH:8][CH:9]=1. The yield is 0.840. (2) The reactants are [CH:1]([O:4][C:5](=[O:16])[CH2:6][O:7][C:8]1[CH:13]=[CH:12][CH:11]=[C:10]([CH:14]=O)[CH:9]=1)([CH3:3])[CH3:2].Cl.[NH2:18][OH:19].N1C=CC=CC=1. The catalyst is CO. The product is [CH:1]([O:4][C:5](=[O:16])[CH2:6][O:7][C:8]1[CH:13]=[CH:12][CH:11]=[C:10]([CH:14]=[N:18][OH:19])[CH:9]=1)([CH3:3])[CH3:2]. The yield is 1.00. (3) The reactants are [CH3:1][C:2]1[NH:10][C:9]2[C:8](=[O:11])[NH:7][C:6]([NH:12]C(=O)OC)=[N:5][C:4]=2[CH:3]=1.CC(O)=O. The catalyst is [OH-].[Na+]. The product is [NH2:12][C:6]1[NH:7][C:8](=[O:11])[C:9]2[NH:10][C:2]([CH3:1])=[CH:3][C:4]=2[N:5]=1. The yield is 0.920. (4) The reactants are C(OC([NH:8][CH:9]([CH2:13][C:14]1[CH:19]=[CH:18][C:17]([O:20][C:21]2[CH:26]=[CH:25][C:24]([C:27](=[O:30])[NH:28][OH:29])=[CH:23][CH:22]=2)=[CH:16][CH:15]=1)[C:10]([OH:12])=[O:11])=O)(C)(C)C.C(Cl)[Cl:32]. No catalyst specified. The product is [ClH:32].[NH2:8][CH:9]([CH2:13][C:14]1[CH:15]=[CH:16][C:17]([O:20][C:21]2[CH:26]=[CH:25][C:24]([C:27](=[O:30])[NH:28][OH:29])=[CH:23][CH:22]=2)=[CH:18][CH:19]=1)[C:10]([OH:12])=[O:11]. The yield is 1.00. (5) The yield is 0.330. The catalyst is C(OCC)(=O)C. The reactants are [Cl-].O[NH3+:3].[C:4](=[O:7])([O-])[OH:5].[Na+].CS(C)=O.[CH2:13]([C:17]1[N:18]=[C:19]([CH3:46])[N:20]([CH2:39][CH:40]2[CH2:45][CH2:44][CH2:43][CH2:42][CH2:41]2)[C:21](=[O:38])[C:22]=1[CH2:23][C:24]1[CH:29]=[CH:28][C:27]([C:30]2[C:31]([C:36]#[N:37])=[CH:32][CH:33]=[CH:34][CH:35]=2)=[CH:26][CH:25]=1)[CH2:14][CH2:15][CH3:16]. The product is [CH2:13]([C:17]1[N:18]=[C:19]([CH3:46])[N:20]([CH2:39][CH:40]2[CH2:45][CH2:44][CH2:43][CH2:42][CH2:41]2)[C:21](=[O:38])[C:22]=1[CH2:23][C:24]1[CH:29]=[CH:28][C:27]([C:30]2[CH:35]=[CH:34][CH:33]=[CH:32][C:31]=2[C:36]2[NH:3][C:4](=[O:7])[O:5][N:37]=2)=[CH:26][CH:25]=1)[CH2:14][CH2:15][CH3:16].